Dataset: Forward reaction prediction with 1.9M reactions from USPTO patents (1976-2016). Task: Predict the product of the given reaction. (1) The product is: [CH2:16]([C@H:9]1[CH2:10][CH2:11][C@H:12]([CH2:13][CH2:14][CH3:15])[NH:8]1)[CH2:17][CH3:18]. Given the reactants C([N:8]1[C@@H:12]([CH2:13][CH2:14][CH3:15])[CH2:11][CH2:10][C@@H:9]1[CH2:16][CH2:17][CH3:18])C1C=CC=CC=1.C([O-])=O.[NH4+].O.[OH-].[Na+], predict the reaction product. (2) Given the reactants [CH3:1][C:2]1[N:3]=[C:4]2[CH:9]=[CH:8][C:7]([C:10]3[CH:15]=[CH:14][CH:13]=[CH:12][C:11]=3[C:16]([F:19])([F:18])[F:17])=[N:6][N:5]2[C:20]=1[NH2:21].[N:22]1[CH:27]=[CH:26][CH:25]=[CH:24][C:23]=1[C:28](O)=[O:29].CCN(C(C)C)C(C)C.CN(C(ON1N=NC2C=CC=NC1=2)=[N+](C)C)C.F[P-](F)(F)(F)(F)F, predict the reaction product. The product is: [CH3:1][C:2]1[N:3]=[C:4]2[CH:9]=[CH:8][C:7]([C:10]3[CH:15]=[CH:14][CH:13]=[CH:12][C:11]=3[C:16]([F:19])([F:18])[F:17])=[N:6][N:5]2[C:20]=1[NH:21][C:28](=[O:29])[C:23]1[CH:24]=[CH:25][CH:26]=[CH:27][N:22]=1. (3) Given the reactants [CH2:1]([N:8]([CH2:20][C:21]1[CH:26]=[CH:25][CH:24]=[CH:23][CH:22]=1)[CH:9]1[CH2:13][CH:12]([C:14]([O:16]CC)=[O:15])[CH:11]([CH3:19])[CH2:10]1)[C:2]1[CH:7]=[CH:6][CH:5]=[CH:4][CH:3]=1, predict the reaction product. The product is: [CH2:20]([N:8]([CH2:1][C:2]1[CH:7]=[CH:6][CH:5]=[CH:4][CH:3]=1)[CH:9]1[CH2:13][CH:12]([C:14]([OH:16])=[O:15])[CH:11]([CH3:19])[CH2:10]1)[C:21]1[CH:22]=[CH:23][CH:24]=[CH:25][CH:26]=1. (4) Given the reactants COC1C=CC(C[N:8]2[C:12]3[N:13]=[CH:14][C:15]([C:24]4[CH2:31][C:27]5([CH2:30][CH2:29][CH2:28]5)[O:26][N:25]=4)=[C:16]([NH:17][CH:18]4[CH2:23][CH2:22][O:21][CH2:20][CH2:19]4)[C:11]=3[CH:10]=[N:9]2)=CC=1.FC(F)(F)C(O)=O, predict the reaction product. The product is: [CH2:28]1[C:27]2([CH2:31][C:24]([C:15]3[CH:14]=[N:13][C:12]4[NH:8][N:9]=[CH:10][C:11]=4[C:16]=3[NH:17][CH:18]3[CH2:19][CH2:20][O:21][CH2:22][CH2:23]3)=[N:25][O:26]2)[CH2:30][CH2:29]1. (5) Given the reactants [N+:1]([C:4]1[CH:9]=[CH:8][C:7]([N:10]2[CH2:15][CH2:14][CH:13]([C:16]([OH:18])=O)[CH2:12][CH2:11]2)=[CH:6][CH:5]=1)([O-:3])=[O:2].C(N1C=CN=C1)(N1C=CN=C1)=O.Cl.[CH3:32][NH:33][O:34][CH3:35], predict the reaction product. The product is: [CH3:35][O:34][N:33]([CH3:32])[C:16]([CH:13]1[CH2:12][CH2:11][N:10]([C:7]2[CH:6]=[CH:5][C:4]([N+:1]([O-:3])=[O:2])=[CH:9][CH:8]=2)[CH2:15][CH2:14]1)=[O:18]. (6) Given the reactants N(OCCC(C)C)=O.CS[S:11][CH3:12].[Br:13][C:14]1[CH:20]=[CH:19][C:17](N)=[C:16]([N+:21]([O-:23])=[O:22])[CH:15]=1, predict the reaction product. The product is: [Br:13][C:14]1[CH:20]=[CH:19][C:17]([S:11][CH3:12])=[C:16]([N+:21]([O-:23])=[O:22])[CH:15]=1. (7) The product is: [CH3:7][NH:9][C:10]1[C:14]([CH2:15][OH:16])=[CH:13][N:12]([C:20]2[CH:25]=[CH:24][CH:23]=[CH:22][CH:21]=2)[N:11]=1. Given the reactants [H-].[Al+3].[Li+].[H-].[H-].[H-].[CH:7]([NH:9][C:10]1[C:14]([C:15](OCC)=[O:16])=[CH:13][N:12]([C:20]2[CH:25]=[CH:24][CH:23]=[CH:22][CH:21]=2)[N:11]=1)=O.O.O.O.O.O.O.O.O.O.O.S([O-])([O-])(=O)=O.[Na+].[Na+], predict the reaction product.